This data is from Reaction yield outcomes from USPTO patents with 853,638 reactions. The task is: Predict the reaction yield, written as a fraction of the theoretical maximum amount of product (1.0 means a 100% yield; for example, 0.34 means a 34% yield). (1) The reactants are [CH2:1]([O:4][C@@H:5]1[CH2:9][NH:8][CH2:7][C@H:6]1[NH:10][C:11](=[O:26])[CH2:12][NH:13][C:14](=[O:25])[C:15]1[CH:20]=[CH:19][CH:18]=[C:17]([C:21]([F:24])([F:23])[F:22])[CH:16]=1)[CH:2]=[CH2:3].[N:27]1([C:33]([C:35]2[CH:40]=[CH:39][C:38]([N:41]3[CH2:46][CH2:45][C:44](=O)[CH2:43][CH2:42]3)=[CH:37][CH:36]=2)=[O:34])[CH2:32][CH2:31][O:30][CH2:29][CH2:28]1.C(O[BH-](OC(=O)C)OC(=O)C)(=O)C.[Na+]. The catalyst is CO. The product is [CH2:1]([O:4][C@@H:5]1[CH2:9][N:8]([CH:44]2[CH2:43][CH2:42][N:41]([C:38]3[CH:37]=[CH:36][C:35]([C:33]([N:27]4[CH2:32][CH2:31][O:30][CH2:29][CH2:28]4)=[O:34])=[CH:40][CH:39]=3)[CH2:46][CH2:45]2)[CH2:7][C@H:6]1[NH:10][C:11](=[O:26])[CH2:12][NH:13][C:14](=[O:25])[C:15]1[CH:20]=[CH:19][CH:18]=[C:17]([C:21]([F:23])([F:24])[F:22])[CH:16]=1)[CH:2]=[CH2:3]. The yield is 0.550. (2) The reactants are [CH3:1][O:2][C:3]1[CH:9]=[CH:8][C:6]([NH2:7])=[CH:5][CH:4]=1.C([O:12][CH:13]=[C:14]([C:20](OCC)=O)[C:15]([O:17][CH2:18][CH3:19])=[O:16])C. The catalyst is O(C1C=CC=CC=1)C1C=CC=CC=1. The product is [OH:12][C:13]1[C:8]2[C:6](=[CH:5][CH:4]=[C:3]([O:2][CH3:1])[CH:9]=2)[N:7]=[CH:20][C:14]=1[C:15]([O:17][CH2:18][CH3:19])=[O:16]. The yield is 0.170.